From a dataset of Reaction yield outcomes from USPTO patents with 853,638 reactions. Predict the reaction yield, written as a fraction of the theoretical maximum amount of product (1.0 means a 100% yield; for example, 0.34 means a 34% yield). (1) The reactants are [CH2:1]([O:8][C:9]1[CH:14]=[CH:13][C:12]([N:15]([CH3:26])[C:16]2[CH:21]=[CH:20][C:19]([CH:22]([CH3:25])[CH2:23][OH:24])=[CH:18][CH:17]=2)=[CH:11][CH:10]=1)[C:2]1[CH:7]=[CH:6][CH:5]=[CH:4][CH:3]=1.[CH3:27][S:28](Cl)(=[O:30])=[O:29]. The catalyst is C(Cl)Cl. The product is [CH2:1]([O:8][C:9]1[CH:14]=[CH:13][C:12]([N:15]([CH3:26])[C:16]2[CH:17]=[CH:18][C:19]([CH:22]([CH3:25])[CH2:23][O:24][S:28]([CH3:27])(=[O:30])=[O:29])=[CH:20][CH:21]=2)=[CH:11][CH:10]=1)[C:2]1[CH:3]=[CH:4][CH:5]=[CH:6][CH:7]=1. The yield is 0.760. (2) The reactants are [C@@H:1]1([N:9]2[C:13]3=[N:14][CH:15]=[CH:16][C:17]([C:18]4[N:19](S(N(C)C)(=O)=O)[CH:20]=[CH:21][N:22]=4)=[C:12]3[CH:11]=[CH:10]2)[O:6][C@H:5]([CH2:7][OH:8])[C@@H:3]([OH:4])[CH2:2]1. The catalyst is C(O)(=O)C. The product is [C@@H:1]1([N:9]2[C:13]3=[N:14][CH:15]=[CH:16][C:17]([C:18]4[NH:19][CH:20]=[CH:21][N:22]=4)=[C:12]3[CH:11]=[CH:10]2)[O:6][C@H:5]([CH2:7][OH:8])[C@@H:3]([OH:4])[CH2:2]1. The yield is 0.740. (3) The reactants are [CH2:1]([N:4]1[C@H:9]([CH3:10])[CH2:8][N:7]([C@@H:11]([C:30]2[CH:35]=[CH:34][CH:33]=[C:32]([OH:36])[CH:31]=2)[C:12]2[CH:13]=[C:14]([C:18]([N:20]3[CH2:29][CH2:28][C:23]4(OCC[O:24]4)[CH2:22][CH2:21]3)=[O:19])[CH:15]=[CH:16][CH:17]=2)[C@@H:6]([CH3:37])[CH2:5]1)[CH:2]=[CH2:3].C(O)C.S(=O)(=O)(O)O. The catalyst is ClCCl.C(OCC)(=O)C. The product is [OH-:19].[NH4+:4].[CH2:1]([N:4]1[C@H:9]([CH3:10])[CH2:8][N:7]([C@@H:11]([C:30]2[CH:35]=[CH:34][CH:33]=[C:32]([OH:36])[CH:31]=2)[C:12]2[CH:13]=[C:14]([CH:15]=[CH:16][CH:17]=2)[C:18]([N:20]2[CH2:29][CH2:28][C:23](=[O:24])[CH2:22][CH2:21]2)=[O:19])[C@@H:6]([CH3:37])[CH2:5]1)[CH:2]=[CH2:3]. The yield is 0.0200. (4) The reactants are [F:1][C@@H:2]1[CH2:7][C@@H:6]([C:8]([O:10][CH3:11])=[O:9])[C@H:5]([C:12]2[N:13]=[C:14]([CH3:17])[S:15][CH:16]=2)[CH2:4][CH2:3]1.[Br:18]Br.[O-]S([O-])=O.[Na+].[Na+]. The catalyst is C(Cl)(Cl)Cl.C(Cl)Cl.O. The product is [Br:18][C:16]1[S:15][C:14]([CH3:17])=[N:13][C:12]=1[C@@H:5]1[CH2:4][CH2:3][C@H:2]([F:1])[CH2:7][C@H:6]1[C:8]([O:10][CH3:11])=[O:9]. The yield is 0.940. (5) The reactants are [CH3:1][O:2][C:3]1[CH:8]=[CH:7][CH:6]=[CH:5][C:4]=1[OH:9].F[C:11]1[CH:16]=[CH:15][CH:14]=[CH:13][C:12]=1[N+:17]([O-:19])=[O:18].COC1C=CC=CC=1OC1C=CC=CC=1N.NC1SC=CN=1. No catalyst specified. The product is [CH3:1][O:2][C:3]1[CH:8]=[CH:7][CH:6]=[CH:5][C:4]=1[O:9][C:11]1[CH:16]=[CH:15][CH:14]=[CH:13][C:12]=1[N+:17]([O-:19])=[O:18]. The yield is 0.810. (6) The reactants are Cl.[Cl:2][C:3]1[C:4]([F:29])=[C:5]([CH:26]=[CH:27][CH:28]=1)[NH:6][C:7]1[C:16]2[C:11](=[CH:12][C:13]([O:24][CH3:25])=[C:14]([O:17][CH2:18][CH:19]3[CH2:23][CH2:22][NH:21][CH2:20]3)[CH:15]=2)[N:10]=[CH:9][N:8]=1.[CH3:30][S:31](Cl)(=[O:33])=[O:32]. No catalyst specified. The product is [Cl:2][C:3]1[C:4]([F:29])=[C:5]([CH:26]=[CH:27][CH:28]=1)[NH:6][C:7]1[C:16]2[C:11](=[CH:12][C:13]([O:24][CH3:25])=[C:14]([O:17][CH2:18][CH:19]3[CH2:23][CH2:22][N:21]([S:31]([CH3:30])(=[O:33])=[O:32])[CH2:20]3)[CH:15]=2)[N:10]=[CH:9][N:8]=1. The yield is 0.670. (7) The reactants are [BH4-].[Na+].[CH3:3][O:4][C:5](/[C:7](/[C:13](/[C:26]([O:28][CH3:29])=[O:27])=[CH:14]/[C:15](=[O:25])[CH2:16][CH2:17][CH2:18][CH2:19][CH2:20][CH2:21][CH2:22][CH2:23][CH3:24])=[CH:8]\[C:9]([O:11][CH3:12])=[O:10])=[O:6].[NH4+].[Cl-]. The catalyst is C(Cl)Cl.CO. The product is [CH3:3][O:4][C:5](/[C:7](=[C:13](\[C:26]([O:28][CH3:29])=[O:27])/[CH2:14][CH:15]([OH:25])[CH2:16][CH2:17][CH2:18][CH2:19][CH2:20][CH2:21][CH2:22][CH2:23][CH3:24])/[CH2:8][C:9]([O:11][CH3:12])=[O:10])=[O:6]. The yield is 0.0600.